From a dataset of Full USPTO retrosynthesis dataset with 1.9M reactions from patents (1976-2016). Predict the reactants needed to synthesize the given product. The reactants are: [NH2:1][C:2]1[CH:3]=[C:4]2[C:8](=[CH:9][CH:10]=1)[N:7]([C:11]1[CH:16]=[CH:15][C:14]([NH2:17])=[CH:13][CH:12]=1)[N:6]=[CH:5]2.Br[CH2:19][C:20]([O:22][C:23]([CH3:26])([CH3:25])[CH3:24])=[O:21].[O:27]1[CH2:32][CH2:31][N:30]([C:33]2[CH:41]=[CH:40][C:36]([C:37](O)=[O:38])=[CH:35][CH:34]=2)[CH2:29][CH2:28]1. Given the product [O:27]1[CH2:28][CH2:29][N:30]([C:33]2[CH:34]=[CH:35][C:36]([C:37]([NH:1][C:2]3[CH:3]=[C:4]4[C:8](=[CH:9][CH:10]=3)[N:7]([C:11]3[CH:16]=[CH:15][C:14]([NH:17][CH2:19][C:20]([O:22][C:23]([CH3:26])([CH3:25])[CH3:24])=[O:21])=[CH:13][CH:12]=3)[N:6]=[CH:5]4)=[O:38])=[CH:40][CH:41]=2)[CH2:31][CH2:32]1, predict the reactants needed to synthesize it.